Dataset: Full USPTO retrosynthesis dataset with 1.9M reactions from patents (1976-2016). Task: Predict the reactants needed to synthesize the given product. Given the product [CH2:14]([O:13][CH2:12][CH2:11][CH2:10][CH2:9][N:1]1[CH2:6][CH2:5][C:4](=[O:7])[CH2:3][CH2:2]1)[C:15]1[CH:20]=[CH:19][CH:18]=[CH:17][CH:16]=1, predict the reactants needed to synthesize it. The reactants are: [NH:1]1[CH2:6][CH2:5][C:4](=[O:7])[CH2:3][CH2:2]1.Cl[CH2:9][CH2:10][CH2:11][CH2:12][O:13][CH2:14][C:15]1[CH:20]=[CH:19][CH:18]=[CH:17][CH:16]=1.